Predict the reaction yield, written as a fraction of the theoretical maximum amount of product (1.0 means a 100% yield; for example, 0.34 means a 34% yield). From a dataset of Reaction yield outcomes from USPTO patents with 853,638 reactions. (1) The reactants are [OH:1][CH:2]([C:20]1[CH:25]=[CH:24][N:23]=[CH:22][CH:21]=1)[CH:3]([CH2:9][C:10]1[CH:15]=[CH:14][C:13]([C:16]([F:19])([F:18])[F:17])=[CH:12][CH:11]=1)[C:4]([O:6]CC)=[O:5].[OH-].[Na+].Cl.C(=O)([O-])O.[Na+]. The catalyst is CO. The product is [OH:1][CH:2]([C:20]1[CH:21]=[CH:22][N:23]=[CH:24][CH:25]=1)[CH:3]([CH2:9][C:10]1[CH:11]=[CH:12][C:13]([C:16]([F:17])([F:18])[F:19])=[CH:14][CH:15]=1)[C:4]([OH:6])=[O:5]. The yield is 0.900. (2) The reactants are C([N:4]1[C@@H:9]([C:10]([O:12][CH3:13])=[O:11])[C@H:8]([C:14]2[CH:19]=[CH:18][C:17]([Cl:20])=[C:16]([Cl:21])[CH:15]=2)[C:7]2[CH:22]=[C:23]([N:25]3[CH2:30][CH2:29][O:28][CH2:27][CH2:26]3)[S:24][C:6]=2[C:5]1=[O:31])C=C. The catalyst is C(O)CC.[Rh](Cl)(Cl)Cl. The product is [Cl:21][C:16]1[CH:15]=[C:14]([C@H:8]2[C@H:9]([C:10]([O:12][CH3:13])=[O:11])[NH:4][C:5](=[O:31])[C:6]3[S:24][C:23]([N:25]4[CH2:30][CH2:29][O:28][CH2:27][CH2:26]4)=[CH:22][C:7]2=3)[CH:19]=[CH:18][C:17]=1[Cl:20]. The yield is 0.880. (3) The reactants are [Cl:1][C:2]1[CH:3]=[CH:4][C:5]2[S:9][C:8]([S:10]([NH:13][C:14]3[CH:15]=[C:16]([CH:20]=[CH:21][CH:22]=3)[C:17]([OH:19])=[O:18])(=[O:12])=[O:11])=[C:7]([CH3:23])[C:6]=2[CH:24]=1.[C:25]1(O)[CH:30]=[CH:29][CH:28]=[CH:27][CH:26]=1. No catalyst specified. The product is [Cl:1][C:2]1[CH:3]=[CH:4][C:5]2[S:9][C:8]([S:10]([NH:13][C:14]3[CH:15]=[C:16]([CH:20]=[CH:21][CH:22]=3)[C:17]([O:19][C:25]3[CH:30]=[CH:29][CH:28]=[CH:27][CH:26]=3)=[O:18])(=[O:12])=[O:11])=[C:7]([CH3:23])[C:6]=2[CH:24]=1. The yield is 0.740.